This data is from Full USPTO retrosynthesis dataset with 1.9M reactions from patents (1976-2016). The task is: Predict the reactants needed to synthesize the given product. (1) Given the product [ClH:40].[CH2:1]([C:3]1[N:7]=[C:6]([CH2:8][N:9]2[C:14]3[CH:15]=[C:16]([C:18]4[CH:19]=[CH:20][C:21]([F:24])=[CH:22][CH:23]=4)[S:17][C:13]=3[C:12](=[O:25])[N:11]([CH:26]3[CH2:31][CH2:30][NH:29][CH2:28][CH2:27]3)[C:10]2=[O:39])[O:5][N:4]=1)[CH3:2], predict the reactants needed to synthesize it. The reactants are: [CH2:1]([C:3]1[N:7]=[C:6]([CH2:8][N:9]2[C:14]3[CH:15]=[C:16]([C:18]4[CH:23]=[CH:22][C:21]([F:24])=[CH:20][CH:19]=4)[S:17][C:13]=3[C:12](=[O:25])[N:11]([CH:26]3[CH2:31][CH2:30][N:29](C(OC(C)(C)C)=O)[CH2:28][CH2:27]3)[C:10]2=[O:39])[O:5][N:4]=1)[CH3:2].[ClH:40]. (2) Given the product [Cl:51][C:52]1[CH:57]=[C:56]([F:58])[CH:55]=[CH:54][C:53]=1[S:59]([NH:36][C@@H:23]([CH2:24][N:25]1[C:33](=[O:34])[C:32]2[C:27](=[CH:28][CH:29]=[CH:30][CH:31]=2)[C:26]1=[O:35])[CH2:22][CH2:21][NH:20][C:18]([C@@H:13]([NH:12][C:10]([C:2]1[S:1][C:9]2[CH:8]=[CH:7][CH:6]=[CH:5][C:4]=2[CH:3]=1)=[O:11])[CH2:14][CH:15]([CH3:17])[CH3:16])=[O:19])(=[O:61])=[O:60], predict the reactants needed to synthesize it. The reactants are: [S:1]1[C:5]2[CH:6]=[CH:7][CH:8]=[CH:9][C:4]=2[CH:3]=[C:2]1[C:10]([NH:12][C@H:13]([C:18]([NH:20][CH2:21][CH2:22][C@@H:23]([NH:36]C(=O)OCC1C=CC=CC=1)[CH2:24][N:25]1[C:33](=[O:34])[C:32]2[C:27](=[CH:28][CH:29]=[CH:30][CH:31]=2)[C:26]1=[O:35])=[O:19])[CH2:14][CH:15]([CH3:17])[CH3:16])=[O:11].B(Br)(Br)Br.[Cl:51][C:52]1[CH:57]=[C:56]([F:58])[CH:55]=[CH:54][C:53]=1[S:59](Cl)(=[O:61])=[O:60].C(N(CC)CC)C. (3) Given the product [Cl:1][C:2]1[CH:10]=[CH:9][C:8]([C:11]([F:12])([F:13])[F:14])=[CH:7][C:3]=1[C:4]([O:6][CH3:15])=[O:5], predict the reactants needed to synthesize it. The reactants are: [Cl:1][C:2]1[CH:10]=[CH:9][C:8]([C:11]([F:14])([F:13])[F:12])=[CH:7][C:3]=1[C:4]([OH:6])=[O:5].[C:15](Cl)(=O)C(Cl)=O. (4) Given the product [CH:1]1([C:7]([OH:8])=[O:10])[CH2:6][CH2:5][CH2:4][CH2:3][CH2:2]1.[Br:15][C:16]([F:25])([F:26])[C:17]([F:23])([F:24])[CH2:18][CH2:19][CH2:20][CH3:21], predict the reactants needed to synthesize it. The reactants are: [CH:1]1([C:7](Cl)=[O:8])[CH2:6][CH2:5][CH2:4][CH2:3][CH2:2]1.[O:10]1CCCC1.[Br:15][C:16]([F:26])([F:25])[C:17]([F:24])([F:23])[CH2:18][CH2:19][CH2:20][CH2:21]O.C(N(CC)CC)C.